Dataset: HIV replication inhibition screening data with 41,000+ compounds from the AIDS Antiviral Screen. Task: Binary Classification. Given a drug SMILES string, predict its activity (active/inactive) in a high-throughput screening assay against a specified biological target. The drug is Cc1cc(=O)oc2c(O)c(O)ccc12. The result is 0 (inactive).